This data is from Experimental lipophilicity measurements (octanol/water distribution) for 4,200 compounds from AstraZeneca. The task is: Regression/Classification. Given a drug SMILES string, predict its absorption, distribution, metabolism, or excretion properties. Task type varies by dataset: regression for continuous measurements (e.g., permeability, clearance, half-life) or binary classification for categorical outcomes (e.g., BBB penetration, CYP inhibition). For this dataset (lipophilicity_astrazeneca), we predict Y. (1) The compound is N#C[C@@H]1CCCN1C(=O)CNCCNc1ccc(Cl)cn1. The Y is 0.990 logD. (2) The molecule is Cc1cn(C2CCCN(Cc3cccc(Oc4ccc(Cl)cc4)c3)C2)c(=O)[nH]c1=O. The Y is 3.38 logD. (3) The drug is Cc1cc(N(C)S(C)(=O)=O)ccc1-c1cc(C(F)(F)F)ccc1OCC(=O)O. The Y is -0.590 logD. (4) The Y is 3.60 logD. The drug is O=C(Nc1ccc(F)cc1F)c1cc(Cl)ccc1O.